Regression/Classification. Given a drug SMILES string, predict its toxicity properties. Task type varies by dataset: regression for continuous values (e.g., LD50, hERG inhibition percentage) or binary classification for toxic/non-toxic outcomes (e.g., AMES mutagenicity, cardiotoxicity, hepatotoxicity). Dataset: ames. From a dataset of Ames mutagenicity test results for genotoxicity prediction. (1) The drug is Cc1ccc2nsc(NC(=O)C(Cl)(Cl)Cl)c2c1. The result is 1 (mutagenic). (2) The compound is C/C=C(/C)C#N. The result is 0 (non-mutagenic). (3) The compound is O=C(O)C1Cc2c([nH]c3ccccc23)C(CO)N1. The result is 0 (non-mutagenic).